From a dataset of Forward reaction prediction with 1.9M reactions from USPTO patents (1976-2016). Predict the product of the given reaction. (1) Given the reactants [Cl:1][C:2]1[CH:7]=[CH:6][C:5]([O:8][CH3:9])=[CH:4][C:3]=1[NH:10][CH2:11][CH2:12][C:13]1[CH:18]=[CH:17][C:16]([C:19]([F:22])([F:21])[F:20])=[CH:15][CH:14]=1.[O:23]=[C:24]([C:28]1[CH:33]=[CH:32][CH:31]=[CH:30][CH:29]=1)[C:25](O)=[O:26], predict the reaction product. The product is: [Cl:1][C:2]1[CH:7]=[CH:6][C:5]([O:8][CH3:9])=[CH:4][C:3]=1[N:10]([CH2:11][CH2:12][C:13]1[CH:18]=[CH:17][C:16]([C:19]([F:21])([F:20])[F:22])=[CH:15][CH:14]=1)[C:25](=[O:26])[C:24](=[O:23])[C:28]1[CH:33]=[CH:32][CH:31]=[CH:30][CH:29]=1. (2) The product is: [O:15]=[C:14]1[CH:4]2[CH2:3][CH:2]([CH2:6][N:5]2[C:7]([O:9][C:10]([CH3:11])([CH3:12])[CH3:13])=[O:8])[O:16]1. Given the reactants O[C@H:2]1[CH2:6][N:5]([C:7]([O:9][C:10]([CH3:13])([CH3:12])[CH3:11])=[O:8])[C@H:4]([C:14]([O:16]C)=[O:15])[CH2:3]1.C1C=CC(P(C2C=CC=CC=2)C2C=CC=CC=2)=CC=1.CC(OC(/N=N/C(OC(C)C)=O)=O)C, predict the reaction product. (3) The product is: [N+:11]([C:3]1[CH:4]=[C:5]([N+:8]([O-:10])=[O:9])[CH:6]=[CH:7][C:2]=1[S:17][C:16]1[CH:18]=[CH:19][CH:20]=[CH:21][C:15]=1[C:14]([OH:23])=[O:22])([O-:13])=[O:12]. Given the reactants Br[C:2]1[CH:7]=[CH:6][C:5]([N+:8]([O-:10])=[O:9])=[CH:4][C:3]=1[N+:11]([O-:13])=[O:12].[C:14]([OH:23])(=[O:22])[C:15]1[C:16](=[CH:18][CH:19]=[CH:20][CH:21]=1)[SH:17], predict the reaction product. (4) Given the reactants [NH:1]1[CH:5]=[CH:4][N:3]=[C:2]1[CH2:6][NH:7][CH2:8][C:9]1[CH:27]=[CH:26][C:12]2[S:13][C:14]([CH2:16][CH2:17][CH2:18][N:19]([CH:23]([CH3:25])[CH3:24])[CH:20]([CH3:22])[CH3:21])=[CH:15][C:11]=2[CH:10]=1.[CH3:28][N:29]1[CH:33]=[CH:32][N:31]=[C:30]1[CH:34]=O.C([BH3-])#N.[Na+].C(O)(=O)C, predict the reaction product. The product is: [NH:1]1[CH:5]=[CH:4][N:3]=[C:2]1[CH2:6][N:7]([CH2:8][C:9]1[CH:27]=[CH:26][C:12]2[S:13][C:14]([CH2:16][CH2:17][CH2:18][N:19]([CH:20]([CH3:22])[CH3:21])[CH:23]([CH3:25])[CH3:24])=[CH:15][C:11]=2[CH:10]=1)[CH2:34][C:30]1[N:29]([CH3:28])[CH:33]=[CH:32][N:31]=1. (5) Given the reactants C(N(CC)CC)C.[F:8][C:9]([F:25])([F:24])[C:10]1[CH:11]=[C:12]([C@@H:20]([NH:22][CH3:23])[CH3:21])[CH:13]=[C:14]([C:16]([F:19])([F:18])[F:17])[CH:15]=1.Cl[C:27](Cl)([O:29][C:30](=[O:36])OC(Cl)(Cl)Cl)Cl.[C:38]1([CH:44]2[NH:49][CH2:48][CH:47]3C2(CO)[CH2:46]3)[CH:43]=[CH:42][CH:41]=[CH:40][CH:39]=1.C(N(C(C)C)CC)(C)C, predict the reaction product. The product is: [C:38]1([C@@H:44]2[NH:49][CH2:48][CH:47]3[C@:27]2([O:29][C:30](=[O:36])[N:22]([C@H:20]([C:12]2[CH:11]=[C:10]([C:9]([F:24])([F:25])[F:8])[CH:15]=[C:14]([C:16]([F:17])([F:18])[F:19])[CH:13]=2)[CH3:21])[CH3:23])[CH2:46]3)[CH:43]=[CH:42][CH:41]=[CH:40][CH:39]=1. (6) Given the reactants C1N=CN([C:6](N2C=NC=C2)=[O:7])C=1.[C:13]([C:17]1[CH:21]=[C:20]([NH2:22])[N:19]([C:23]2[CH:28]=[CH:27][C:26]([CH3:29])=[CH:25][CH:24]=2)[N:18]=1)([CH3:16])([CH3:15])[CH3:14].[NH2:30][C:31]1[CH:36]=[C:35]([CH2:37][O:38][C:39]2[C:48]3[C:43](=[CH:44][CH:45]=[CH:46][CH:47]=3)[C:42]([NH2:49])=[CH:41][CH:40]=2)[CH:34]=[CH:33][N:32]=1, predict the reaction product. The product is: [NH2:30][C:31]1[CH:36]=[C:35]([CH2:37][O:38][C:39]2[C:48]3[C:43](=[CH:44][CH:45]=[CH:46][CH:47]=3)[C:42]([NH:49][C:6]([NH:22][C:20]3[N:19]([C:23]4[CH:24]=[CH:25][C:26]([CH3:29])=[CH:27][CH:28]=4)[N:18]=[C:17]([C:13]([CH3:16])([CH3:15])[CH3:14])[CH:21]=3)=[O:7])=[CH:41][CH:40]=2)[CH:34]=[CH:33][N:32]=1. (7) The product is: [CH2:1]([C:3]1[C:8](=[O:9])[N:7]2[N:10]=[CH:11][C:12]([C:13]3[O:17][C:16]([C:18]([NH2:25])=[O:19])=[N:15][N:14]=3)=[C:6]2[NH:5][C:4]=1[CH3:23])[CH3:2]. Given the reactants [CH2:1]([C:3]1[C:8](=[O:9])[N:7]2[N:10]=[CH:11][C:12]([C:13]3[O:17][C:16]([C:18](OCC)=[O:19])=[N:15][N:14]=3)=[C:6]2[NH:5][C:4]=1[CH3:23])[CH3:2].[OH-].[NH4+:25], predict the reaction product. (8) Given the reactants Br[C:2]1[C:28]([O:29][CH3:30])=[CH:27][C:5]2[N:6]([CH2:9][C:10]3[CH:26]=[CH:25][C:13]4[N:14]=[C:15]([NH:17][C@@H:18]5[CH2:23][CH2:22][CH2:21][CH2:20][C@H:19]5[OH:24])[S:16][C:12]=4[CH:11]=3)[CH:7]=[N:8][C:4]=2[CH:3]=1.[CH3:31][N:32]1[CH:36]=[C:35](B2OC(C)(C)C(C)(C)O2)[CH:34]=[N:33]1.C([O-])([O-])=O.[K+].[K+], predict the reaction product. The product is: [CH3:30][O:29][C:28]1[C:2]([C:35]2[CH:34]=[N:33][N:32]([CH3:31])[CH:36]=2)=[CH:3][C:4]2[N:8]=[CH:7][N:6]([CH2:9][C:10]3[CH:26]=[CH:25][C:13]4[N:14]=[C:15]([NH:17][C@@H:18]5[CH2:23][CH2:22][CH2:21][CH2:20][C@H:19]5[OH:24])[S:16][C:12]=4[CH:11]=3)[C:5]=2[CH:27]=1.